Dataset: Catalyst prediction with 721,799 reactions and 888 catalyst types from USPTO. Task: Predict which catalyst facilitates the given reaction. (1) Reactant: [NH:1]1[C:5]2[N:6]=[CH:7][CH:8]=[C:9]([C:10]([NH:12][CH:13]3[C:25]4[CH:24]=[CH:23][CH:22]=[C:21]([C:26]([OH:28])=[O:27])[C:20]=4[C:19]4[C:14]3=[CH:15][CH:16]=[CH:17][CH:18]=4)=[O:11])[C:4]=2[CH:3]=[CH:2]1.[H-].[CH:30]([Al+]C(C)C)([CH3:32])[CH3:31].[CH3:37]C(C[AlH]CC(C)C)C. Product: [CH:30]([O:28][CH:26]([CH3:21])[CH3:37])([CH3:32])[CH3:31].[NH:1]1[C:5]2[N:6]=[CH:7][CH:8]=[C:9]([C:10]([NH:12][CH:13]3[C:25]4[CH:24]=[CH:23][CH:22]=[C:21]([CH2:26][OH:27])[C:20]=4[C:19]4[C:14]3=[CH:15][CH:16]=[CH:17][CH:18]=4)=[O:11])[C:4]=2[CH:3]=[CH:2]1. The catalyst class is: 207. (2) Reactant: [C:1]([O:5][C:6](=[O:26])[NH:7][C:8]1[CH:9]=[C:10]2[CH:16]=[CH:15][N:14]([S:17]([C:20]3[CH:25]=[CH:24][CH:23]=[CH:22][CH:21]=3)(=[O:19])=[O:18])[C:11]2=[N:12][CH:13]=1)([CH3:4])([CH3:3])[CH3:2].C([N-][CH:31]([CH3:33])[CH3:32])(C)C.[Li+].C([Li])C[CH2:37][CH3:38].CCCCCC.C(NC(C)C)(C)C.[CH:53]1([CH:58]=[O:59])CCCC1. Product: [C:1]([O:5][C:6](=[O:26])[NH:7][C:8]1[CH:9]=[C:10]2[CH:16]=[C:15]([CH:58]([OH:59])[CH2:53][CH:32]3[CH2:31][CH2:33][CH2:38][CH2:37]3)[N:14]([S:17]([C:20]3[CH:25]=[CH:24][CH:23]=[CH:22][CH:21]=3)(=[O:19])=[O:18])[C:11]2=[N:12][CH:13]=1)([CH3:4])([CH3:2])[CH3:3]. The catalyst class is: 7. (3) Reactant: [OH:1][C@@H:2]([CH3:7])[CH2:3][C:4]([OH:6])=[O:5].O1[B:13]([C@@H:14]([NH:19][C:20](=[O:38])[C@@H:21]([NH:29][C:30]([C:32]2[CH:37]=[N:36][CH:35]=[CH:34][N:33]=2)=[O:31])[CH2:22][C:23]2[CH:28]=[CH:27][CH:26]=[CH:25][CH:24]=2)[CH2:15][CH:16]([CH3:18])[CH3:17])O[B:13]([C@@H:14]([NH:19][C:20](=[O:38])[C@@H:21]([NH:29][C:30]([C:32]2[CH:37]=[N:36][CH:35]=[CH:34][N:33]=2)=[O:31])[CH2:22][C:23]2[CH:28]=[CH:27][CH:26]=[CH:25][CH:24]=2)[CH2:15][CH:16]([CH3:18])[CH3:17])O[B:13]1[C@@H:14]([NH:19][C:20](=[O:38])[C@@H:21]([NH:29][C:30]([C:32]1[CH:37]=[N:36][CH:35]=[CH:34][N:33]=1)=[O:31])[CH2:22][C:23]1[CH:28]=[CH:27][CH:26]=[CH:25][CH:24]=1)[CH2:15][CH:16]([CH3:18])[CH3:17]. Product: [CH2:22]([C@H:21]([NH:29][C:30]([C:32]1[CH:37]=[N:36][CH:35]=[CH:34][N:33]=1)=[O:31])[C:20]([NH:19][C@H:14]([B:13]1[O:1][C@@H:2]([CH3:7])[CH2:3][C:4](=[O:6])[O:5]1)[CH2:15][CH:16]([CH3:18])[CH3:17])=[O:38])[C:23]1[CH:28]=[CH:27][CH:26]=[CH:25][CH:24]=1. The catalyst class is: 25. (4) Reactant: [CH:1]1([C:17]([O:19]C)=[O:18])[CH:4]([C:5]([O:7]C)=[O:6])[CH:3]([C:9]([O:11]C)=[O:10])[CH:2]1[C:13]([O:15]C)=[O:14]. Product: [CH:2]1([C:13]([OH:15])=[O:14])[CH:1]([C:17]([OH:19])=[O:18])[CH:4]([C:5]([OH:7])=[O:6])[CH:3]1[C:9]([OH:11])=[O:10]. The catalyst class is: 33.